Dataset: Full USPTO retrosynthesis dataset with 1.9M reactions from patents (1976-2016). Task: Predict the reactants needed to synthesize the given product. The reactants are: [CH3:1][O:2][C:3]1[C:4]2[CH2:32][N:31]([C:33](=O)[CH2:34][C:35](=O)[CH:36]([CH3:38])[CH3:37])[CH2:30][CH2:29][C:5]=2[N:6]=[C:7]([C:9]2[CH:17]=[CH:16][CH:15]=[C:14]3[C:10]=2[C:11]([CH3:28])=[CH:12][N:13]3[S:18]([C:21]2[CH:27]=[CH:26][C:24]([CH3:25])=[CH:23][CH:22]=2)(=[O:20])=[O:19])[N:8]=1.COC1C=CC(P2(SP(C3C=CC(OC)=CC=3)(=S)S2)=S)=CC=1.[CH3:63][NH:64][NH2:65]. Given the product [CH:36]([C:35]1[CH:34]=[C:33]([N:31]2[CH2:30][CH2:29][C:5]3[N:6]=[C:7]([C:9]4[CH:17]=[CH:16][CH:15]=[C:14]5[C:10]=4[C:11]([CH3:28])=[CH:12][N:13]5[S:18]([C:21]4[CH:22]=[CH:23][C:24]([CH3:25])=[CH:26][CH:27]=4)(=[O:19])=[O:20])[N:8]=[C:3]([O:2][CH3:1])[C:4]=3[CH2:32]2)[N:64]([CH3:63])[N:65]=1)([CH3:37])[CH3:38], predict the reactants needed to synthesize it.